The task is: Predict the product of the given reaction.. This data is from Forward reaction prediction with 1.9M reactions from USPTO patents (1976-2016). (1) The product is: [NH2:9][CH:10]([C:14]1[CH:19]=[CH:18][C:17]([I:20])=[CH:16][CH:15]=1)[CH2:11][OH:12]. Given the reactants [BH4-].[Li+].Cl[Si](C)(C)C.Cl.[NH2:9][CH:10]([C:14]1[CH:19]=[CH:18][C:17]([I:20])=[CH:16][CH:15]=1)[C:11](O)=[O:12], predict the reaction product. (2) Given the reactants Cl[C:2]1[N:11]=[CH:10][C:9]2[C:4](=[C:5]([O:13][CH3:14])[C:6]([CH3:12])=[CH:7][CH:8]=2)[N:3]=1.[NH2:15][C@H:16]1[CH2:21][CH2:20][C@H:19]([OH:22])[CH2:18][CH2:17]1.C1CCN2C(=NCCC2)CC1, predict the reaction product. The product is: [CH3:14][O:13][C:5]1[C:6]([CH3:12])=[CH:7][CH:8]=[C:9]2[C:4]=1[N:3]=[C:2]([NH:15][C@H:16]1[CH2:21][CH2:20][C@H:19]([OH:22])[CH2:18][CH2:17]1)[N:11]=[CH:10]2.